Task: Predict which catalyst facilitates the given reaction.. Dataset: Catalyst prediction with 721,799 reactions and 888 catalyst types from USPTO (1) The catalyst class is: 45. Product: [CH2:1]([O:3][C:4](=[O:33])[CH:5]([NH:14][C:15](=[O:32])[CH2:16][O:17][CH2:18][CH2:19][O:30][CH2:31][C:34]([OH:37])=[O:36])[CH2:6][C:7]1[CH:8]=[CH:9][C:10]([OH:13])=[CH:11][CH:12]=1)[CH3:2]. Reactant: [CH2:1]([O:3][C:4](=[O:33])[CH:5]([NH:14][C:15](=[O:32])[CH2:16][O:17][CH2:18][CH:19]([O:30][CH3:31])C(OCC1C=CC=CC=1)=O)[CH2:6][C:7]1[CH:12]=[CH:11][C:10]([OH:13])=[CH:9][CH:8]=1)[CH3:2].[C:34]([O:37]CC)(=[O:36])C. (2) Product: [N+:8]([C:3]1[CH:4]=[N:5][CH:6]=[CH:7][C:2]=1[S:20][CH:18]([CH3:19])[CH3:17])([O-:10])=[O:9]. Reactant: Cl[C:2]1[CH:7]=[CH:6][N:5]=[CH:4][C:3]=1[N+:8]([O-:10])=[O:9].C(=O)([O-])[O-].[K+].[K+].[CH3:17][CH:18]([SH:20])[CH3:19].CCCCCC.CCOC(C)=O. The catalyst class is: 303. (3) Reactant: [C:1]([O:5][C:6](=[O:27])[NH:7][C:8]1[CH:13]=[C:12]([O:14][CH2:15][C:16]([F:19])([F:18])[F:17])[C:11]([C:20]([F:23])([F:22])[F:21])=[CH:10][C:9]=1[N+:24]([O-])=O)([CH3:4])([CH3:3])[CH3:2]. Product: [C:1]([O:5][C:6](=[O:27])[NH:7][C:8]1[CH:13]=[C:12]([O:14][CH2:15][C:16]([F:17])([F:19])[F:18])[C:11]([C:20]([F:22])([F:23])[F:21])=[CH:10][C:9]=1[NH2:24])([CH3:4])([CH3:2])[CH3:3]. The catalyst class is: 553. (4) Reactant: Cl[C:2]1[CH:7]=[CH:6][C:5]([N+:8]([O-:10])=[O:9])=[CH:4][N:3]=1.[CH:11]([C:13]1[C:14]([O:23][CH:24]([CH3:26])[CH3:25])=[C:15](B(O)O)[CH:16]=[C:17]([CH3:19])[CH:18]=1)=[O:12]. Product: [CH:24]([O:23][C:14]1[C:15]([C:2]2[CH:7]=[CH:6][C:5]([N+:8]([O-:10])=[O:9])=[CH:4][N:3]=2)=[CH:16][C:17]([CH3:19])=[CH:18][C:13]=1[CH:11]=[O:12])([CH3:26])[CH3:25]. The catalyst class is: 57. (5) Reactant: [CH3:1][C:2]1[CH:3]=[CH:4][CH:5]=[C:6]2[C:10]=1[NH:9][C:8](=[O:11])[C:7]2=[O:12].[Br:13]Br. Product: [Br:13][C:4]1[CH:5]=[C:6]2[C:10](=[C:2]([CH3:1])[CH:3]=1)[NH:9][C:8](=[O:11])[C:7]2=[O:12]. The catalyst class is: 22.